Dataset: Peptide-MHC class II binding affinity with 134,281 pairs from IEDB. Task: Regression. Given a peptide amino acid sequence and an MHC pseudo amino acid sequence, predict their binding affinity value. This is MHC class II binding data. (1) The peptide sequence is NGSMRVFVDVIRALD. The MHC is DRB1_1302 with pseudo-sequence DRB1_1302. The binding affinity (normalized) is 0.761. (2) The peptide sequence is KVAATAANAAPANDKFTVFE. The MHC is DRB1_0101 with pseudo-sequence DRB1_0101. The binding affinity (normalized) is 0.657. (3) The peptide sequence is HEAINIALIAVSLIA. The MHC is DRB3_0101 with pseudo-sequence DRB3_0101. The binding affinity (normalized) is 0.0239. (4) The peptide sequence is RVAYGKCDSAGRSRR. The MHC is DRB1_1301 with pseudo-sequence DRB1_1301. The binding affinity (normalized) is 0.398. (5) The peptide sequence is QRILRKSKRNDGDLD. The MHC is DRB5_0101 with pseudo-sequence DRB5_0101. The binding affinity (normalized) is 0.339. (6) The peptide sequence is AAIHEMFVNTLQMSS. The MHC is HLA-DQA10501-DQB10201 with pseudo-sequence HLA-DQA10501-DQB10201. The binding affinity (normalized) is 0.288. (7) The peptide sequence is KDKWIELKESWGAIWRIDTP. The MHC is HLA-DQA10401-DQB10402 with pseudo-sequence HLA-DQA10401-DQB10402. The binding affinity (normalized) is 0.205.